Dataset: Volume of distribution at steady state (VDss) regression data from Lombardo et al.. Task: Regression/Classification. Given a drug SMILES string, predict its absorption, distribution, metabolism, or excretion properties. Task type varies by dataset: regression for continuous measurements (e.g., permeability, clearance, half-life) or binary classification for categorical outcomes (e.g., BBB penetration, CYP inhibition). For this dataset (vdss_lombardo), we predict log10(VDss) (log10 of volume of distribution in L/kg). (1) The molecule is CC[N+](C)(C)c1cccc(O)c1. The log10(VDss) is 0.0400. (2) The molecule is CC(=O)NCCCS(=O)(=O)[O-]. The log10(VDss) is -0.520. (3) The drug is CO/N=C(\C(=O)NC1C(=O)N2C(C(=O)[O-])=C(COC(N)=O)CSC12)c1ccco1. The log10(VDss) is -0.820.